Dataset: Forward reaction prediction with 1.9M reactions from USPTO patents (1976-2016). Task: Predict the product of the given reaction. (1) Given the reactants [Si]([O:8][CH2:9][CH2:10][CH2:11][C:12]1[CH:17]=[CH:16][N:15]=[CH:14][C:13]=1[C:18](=O)[CH2:19][C:20]1[CH:25]=[CH:24][N:23]=[CH:22][CH:21]=1)(C(C)(C)C)(C)C.[CH3:27][C:28]1[N:29]=[C:30]([CH2:33][C:34]([NH2:36])=[O:35])[S:31][CH:32]=1.[H-].[Na+].CO.Cl.[C:42]([O-])(O)=O.[Na+], predict the reaction product. The product is: [OH:8][CH2:9][CH2:10][CH2:11][C:12]1[CH:17]=[CH:16][N:15]=[CH:14][C:13]=1[C:18]1[NH:36][C:34](=[O:35])[C:33]([C:30]2[S:31][CH:32]=[C:28]([CH3:27])[N:29]=2)=[CH:42][C:19]=1[C:20]1[CH:21]=[CH:22][N:23]=[CH:24][CH:25]=1. (2) Given the reactants [Br-].C([N+:9]12[CH2:17][C:13]([C:18]([O:20][CH2:21][CH3:22])=[O:19])([CH2:14][CH2:15][CH2:16]1)[CH2:12][CH2:11][CH2:10]2)C1C=CC=CC=1.CCO, predict the reaction product. The product is: [N:9]12[CH2:17][C:13]([C:18]([O:20][CH2:21][CH3:22])=[O:19])([CH2:14][CH2:15][CH2:16]1)[CH2:12][CH2:11][CH2:10]2. (3) Given the reactants [NH2:1][C:2]1[CH:7]=[CH:6][C:5]([C@@H:8]2[CH2:12][CH2:11][N:10]([CH2:13][CH2:14][CH3:15])[CH2:9]2)=[CH:4][CH:3]=1.[F:16][CH:17]([F:30])[C@H:18]([C:20]1[CH:21]=[C:22]([S:26](Cl)(=[O:28])=[O:27])[CH:23]=[CH:24][CH:25]=1)[CH3:19], predict the reaction product. The product is: [F:30][CH:17]([F:16])[C@H:18]([C:20]1[CH:21]=[C:22]([S:26]([NH:1][C:2]2[CH:3]=[CH:4][C:5]([C@@H:8]3[CH2:12][CH2:11][N:10]([CH2:13][CH2:14][CH3:15])[CH2:9]3)=[CH:6][CH:7]=2)(=[O:28])=[O:27])[CH:23]=[CH:24][CH:25]=1)[CH3:19]. (4) The product is: [F:4][C:5]1[CH:13]=[CH:12][C:11]([F:14])=[C:10]2[C:6]=1[CH2:7][CH2:8][CH:9]2[NH:15][C:16]1[C:21]([C:22]([NH2:24])=[O:23])=[CH:20][N:19]=[C:18]([NH:25][C:26]2[CH:31]=[CH:30][C:29]([N:32]3[C:38](=[O:39])[CH2:37][CH2:36][N:35]([CH3:40])[CH2:34][CH2:33]3)=[CH:28][N:27]=2)[CH:17]=1. Given the reactants Cl.Cl.Cl.[F:4][C:5]1[CH:13]=[CH:12][C:11]([F:14])=[C:10]2[C:6]=1[CH2:7][CH2:8][CH:9]2[NH:15][C:16]1[C:21]([C:22]([NH2:24])=[O:23])=[CH:20][N:19]=[C:18]([NH:25][CH:26]2[CH2:31][CH2:30][CH:29]([N:32]3[C:38](=[O:39])[CH2:37][CH2:36][NH:35][CH2:34][CH2:33]3)[CH2:28][NH:27]2)[CH:17]=1.[C:40](=O)([O-])[O-].[K+].[K+].CI, predict the reaction product. (5) Given the reactants [N:1]1([C:7]2[N:8]=[C:9]([CH2:14][C:15]([O-:17])=O)[NH:10][C:11](=[O:13])[CH:12]=2)[CH2:6][CH2:5][O:4][CH2:3][CH2:2]1.[Na+].[NH2:19][C:20]1[CH:21]=[C:22]([CH:27]=[CH:28][CH:29]=1)[O:23][CH2:24][CH2:25][OH:26], predict the reaction product. The product is: [OH:26][CH2:25][CH2:24][O:23][C:22]1[CH:21]=[C:20]([NH:19][C:15](=[O:17])[CH2:14][C:9]2[NH:10][C:11](=[O:13])[CH:12]=[C:7]([N:1]3[CH2:2][CH2:3][O:4][CH2:5][CH2:6]3)[N:8]=2)[CH:29]=[CH:28][CH:27]=1. (6) Given the reactants [N+:1]([C:4]1[CH:9]=[CH:8][C:7]([N:10]2[CH2:15][CH2:14][NH:13][CH2:12][CH2:11]2)=[CH:6][CH:5]=1)([O-:3])=[O:2].C(O[BH-](OC(=O)C)OC(=O)C)(=O)C.[Na+].[CH3:30][C:31](=O)[CH2:32][CH2:33][CH3:34].C([O-])(O)=O.[Na+], predict the reaction product. The product is: [N+:1]([C:4]1[CH:5]=[CH:6][C:7]([N:10]2[CH2:15][CH2:14][N:13]([CH:32]([CH2:33][CH3:34])[CH2:31][CH3:30])[CH2:12][CH2:11]2)=[CH:8][CH:9]=1)([O-:3])=[O:2]. (7) Given the reactants [C:1]1([C:7]2[C:11]3[C:12]([O:16][CH2:17][CH:18]4[CH2:23][CH2:22][NH:21][CH2:20][CH2:19]4)=[N:13][N:14]=[CH:15][C:10]=3[O:9][N:8]=2)[CH:6]=[CH:5][CH:4]=[CH:3][CH:2]=1.[Cl:24][C:25]1[CH:30]=[CH:29][CH:28]=[CH:27][C:26]=1[C:31]1[CH:35]=[C:34]([CH:36]=O)[O:33][N:32]=1, predict the reaction product. The product is: [Cl:24][C:25]1[CH:30]=[CH:29][CH:28]=[CH:27][C:26]=1[C:31]1[CH:35]=[C:34]([CH2:36][N:21]2[CH2:22][CH2:23][CH:18]([CH2:17][O:16][C:12]3[C:11]4[C:7]([C:1]5[CH:2]=[CH:3][CH:4]=[CH:5][CH:6]=5)=[N:8][O:9][C:10]=4[CH:15]=[N:14][N:13]=3)[CH2:19][CH2:20]2)[O:33][N:32]=1.